Regression. Given a peptide amino acid sequence and an MHC pseudo amino acid sequence, predict their binding affinity value. This is MHC class I binding data. From a dataset of Peptide-MHC class I binding affinity with 185,985 pairs from IEDB/IMGT. (1) The peptide sequence is FFLKSKFNI. The MHC is HLA-A24:02 with pseudo-sequence HLA-A24:02. The binding affinity (normalized) is 0.328. (2) The peptide sequence is RVYLNGIGK. The MHC is HLA-B08:03 with pseudo-sequence HLA-B08:03. The binding affinity (normalized) is 0.0847. (3) The peptide sequence is TINKEEAL. The MHC is HLA-A02:01 with pseudo-sequence HLA-A02:01. The binding affinity (normalized) is 0.0472.